From a dataset of TCR-epitope binding with 47,182 pairs between 192 epitopes and 23,139 TCRs. Binary Classification. Given a T-cell receptor sequence (or CDR3 region) and an epitope sequence, predict whether binding occurs between them. (1) The epitope is YSEHPTFTSQY. The TCR CDR3 sequence is CASSWGSDTQYF. Result: 0 (the TCR does not bind to the epitope). (2) The epitope is NLDSKVGGNY. The TCR CDR3 sequence is CASSLMNTGELFF. Result: 0 (the TCR does not bind to the epitope). (3) The epitope is RPHERNGFTVL. The TCR CDR3 sequence is CASSQTGGLGSPLHF. Result: 0 (the TCR does not bind to the epitope). (4) The epitope is HTDFSSEIIGY. The TCR CDR3 sequence is CASSYSTGSNQPQHF. Result: 0 (the TCR does not bind to the epitope).